Dataset: Catalyst prediction with 721,799 reactions and 888 catalyst types from USPTO. Task: Predict which catalyst facilitates the given reaction. Reactant: [C:1]([C:3]1[CH:37]=[CH:36][C:6]2[NH:7][C:8]([C:10]([C:17]3[C:25]([O:26][CH3:27])=[CH:24][C:23]([CH3:28])=[C:22]4[C:18]=3[CH:19]=[CH:20][N:21]4C(OC(C)(C)C)=O)([NH:15][CH3:16])[C:11]([F:14])([F:13])[F:12])=[N:9][C:5]=2[CH:4]=1)#[N:2].C([O-])([O-])=O.[Cs+].[Cs+]. Product: [F:14][C:11]([F:12])([F:13])[C:10]([C:8]1[NH:7][C:6]2[CH:36]=[CH:37][C:3]([C:1]#[N:2])=[CH:4][C:5]=2[N:9]=1)([C:17]1[C:25]([O:26][CH3:27])=[CH:24][C:23]([CH3:28])=[C:22]2[C:18]=1[CH:19]=[CH:20][NH:21]2)[NH:15][CH3:16]. The catalyst class is: 5.